This data is from Merck oncology drug combination screen with 23,052 pairs across 39 cell lines. The task is: Regression. Given two drug SMILES strings and cell line genomic features, predict the synergy score measuring deviation from expected non-interaction effect. (1) Drug 1: Nc1ccn(C2OC(CO)C(O)C2(F)F)c(=O)n1. Drug 2: Cc1nc(Nc2ncc(C(=O)Nc3c(C)cccc3Cl)s2)cc(N2CCN(CCO)CC2)n1. Cell line: A2058. Synergy scores: synergy=9.75. (2) Drug 1: CN(Cc1cnc2nc(N)nc(N)c2n1)c1ccc(C(=O)NC(CCC(=O)O)C(=O)O)cc1. Drug 2: CS(=O)(=O)CCNCc1ccc(-c2ccc3ncnc(Nc4ccc(OCc5cccc(F)c5)c(Cl)c4)c3c2)o1. Cell line: RKO. Synergy scores: synergy=-15.5.